This data is from Catalyst prediction with 721,799 reactions and 888 catalyst types from USPTO. The task is: Predict which catalyst facilitates the given reaction. (1) Reactant: [F:1][C:2]1[CH:3]=[C:4]([CH:37]=[CH:38][CH:39]=1)[CH2:5][N:6]1[C:14]2[C:9](=[CH:10][C:11]([NH:15][C:16]3[C:25]4[C:20](=[CH:21][CH:22]=[CH:23][C:24]=4[CH2:26][N:27]4[CH2:32][CH2:31][C@@H:30]([N:33]=[N+]=[N-])[C@H:29]([OH:36])[CH2:28]4)[N:19]=[CH:18][N:17]=3)=[CH:12][CH:13]=2)[CH:8]=[N:7]1.C1C=CC(P(C2C=CC=CC=2)C2C=CC=CC=2)=CC=1. Product: [F:1][C:2]1[CH:3]=[C:4]([CH:37]=[CH:38][CH:39]=1)[CH2:5][N:6]1[C:14]2[C:9](=[CH:10][C:11]([NH:15][C:16]3[C:25]4[C:20](=[CH:21][CH:22]=[CH:23][C:24]=4[CH2:26][N:27]4[CH2:32][CH2:31][C@@H:30]([NH2:33])[C@H:29]([OH:36])[CH2:28]4)[N:19]=[CH:18][N:17]=3)=[CH:12][CH:13]=2)[CH:8]=[N:7]1. The catalyst class is: 20. (2) Reactant: [Br:1][C:2]1[CH:9]=[CH:8][C:7]([C:10]([F:13])([F:12])[F:11])=[CH:6][C:3]=1[CH:4]=O.[CH2:14]([NH2:21])[C:15]1[CH:20]=[CH:19][CH:18]=[CH:17][CH:16]=1.C([BH3-])#N.[Na+].C(O)(=O)C. Product: [CH2:14]([NH:21][CH2:4][C:3]1[CH:6]=[C:7]([C:10]([F:13])([F:12])[F:11])[CH:8]=[CH:9][C:2]=1[Br:1])[C:15]1[CH:20]=[CH:19][CH:18]=[CH:17][CH:16]=1. The catalyst class is: 5. (3) Reactant: [C:1]([NH:4][C:5]1[N:10]=[CH:9][C:8]([N:11]([CH3:31])[C:12](=[O:30])[C:13]([C:16]2[CH:21]=[C:20]([C:22]([F:25])([F:24])[F:23])[CH:19]=[C:18]([C:26]([F:29])([F:28])[F:27])[CH:17]=2)([CH3:15])[CH3:14])=[C:7]([C:32]2[CH:37]=[CH:36][CH:35]=[CH:34][C:33]=2[CH3:38])[CH:6]=1)(=[O:3])[CH3:2].[CH3:39][Si](C)(C)[N-][Si](C)(C)C.[K+].CI. Product: [C:1]([N:4]([CH3:39])[C:5]1[N:10]=[CH:9][C:8]([N:11]([CH3:31])[C:12](=[O:30])[C:13]([C:16]2[CH:17]=[C:18]([C:26]([F:29])([F:28])[F:27])[CH:19]=[C:20]([C:22]([F:25])([F:23])[F:24])[CH:21]=2)([CH3:15])[CH3:14])=[C:7]([C:32]2[CH:37]=[CH:36][CH:35]=[CH:34][C:33]=2[CH3:38])[CH:6]=1)(=[O:3])[CH3:2]. The catalyst class is: 7. (4) Reactant: P(Br)(Br)([Br:3])=O.[Br:6][C:7]1[N:8]=[CH:9][C:10]2[N:16]=[C:15](O)[CH:14]=[CH:13][C:11]=2[N:12]=1. Product: [Br:6][C:7]1[N:8]=[CH:9][C:10]2[N:16]=[C:15]([Br:3])[CH:14]=[CH:13][C:11]=2[N:12]=1. The catalyst class is: 9. (5) Reactant: C(NC(C)C)(C)C.[Li]CCCC.CCCCCC.[Br:19][C:20]1[CH:25]=[CH:24][CH:23]=[C:22]([F:26])[CH:21]=1.[C:27]1(=[O:33])[CH2:32][CH2:31][CH2:30][CH2:29][CH2:28]1. Product: [Br:19][C:20]1[CH:25]=[CH:24][CH:23]=[C:22]([F:26])[C:21]=1[C:27]1([OH:33])[CH2:32][CH2:31][CH2:30][CH2:29][CH2:28]1. The catalyst class is: 1. (6) Reactant: FC(F)(F)S(O[C:7]1[C:8]([Cl:28])=[C:9]2[C:13](=[CH:14][CH:15]=1)[N:12]([S:16]([C:19]1[CH:24]=[CH:23][CH:22]=[CH:21][CH:20]=1)(=[O:18])=[O:17])[C:11]([CH:25]([F:27])[F:26])=[CH:10]2)(=O)=O.[CH3:31][N:32](C=O)C. Product: [Cl:28][C:8]1[C:7]([C:31]#[N:32])=[CH:15][CH:14]=[C:13]2[C:9]=1[CH:10]=[C:11]([CH:25]([F:26])[F:27])[N:12]2[S:16]([C:19]1[CH:24]=[CH:23][CH:22]=[CH:21][CH:20]=1)(=[O:17])=[O:18]. The catalyst class is: 380. (7) Reactant: [CH3:1][C:2]1[C:6]([CH3:7])=[C:5]([NH:8][C:9](=[O:16])OCC(Cl)(Cl)Cl)[O:4][N:3]=1.[F:17][C:18]1[C:23]([F:24])=[CH:22][CH:21]=[CH:20][C:19]=1[C:25]1[N:26]=[C:27]([N:30]2[CH2:35][CH2:34][NH:33][CH2:32][CH2:31]2)[S:28][CH:29]=1.C(N(C(C)C)CC)(C)C.O. Product: [F:17][C:18]1[C:23]([F:24])=[CH:22][CH:21]=[CH:20][C:19]=1[C:25]1[N:26]=[C:27]([N:30]2[CH2:35][CH2:34][N:33]([C:9]([NH:8][C:5]3[O:4][N:3]=[C:2]([CH3:1])[C:6]=3[CH3:7])=[O:16])[CH2:32][CH2:31]2)[S:28][CH:29]=1. The catalyst class is: 16. (8) Reactant: [NH:1]1[CH2:6][CH2:5][NH:4][CH2:3][CH2:2]1.CC(C)([O-])C.[Na+].C1C=CC(P(C2C(C3C(P(C4C=CC=CC=4)C4C=CC=CC=4)=CC=C4C=3C=CC=C4)=C3C(C=CC=C3)=CC=2)C2C=CC=CC=2)=CC=1.Br[C:60]1[CH:65]=[CH:64][C:63]([Cl:66])=[CH:62][C:61]=1[F:67]. Product: [Cl:66][C:63]1[CH:64]=[CH:65][C:60]([N:1]2[CH2:6][CH2:5][NH:4][CH2:3][CH2:2]2)=[C:61]([F:67])[CH:62]=1. The catalyst class is: 11. (9) Product: [CH3:1][N:2]([CH3:24])[CH2:3][CH2:4][O:5][C:6]1[CH:11]=[CH:10][C:9]([NH:12][C:13]2[CH:18]=[CH:17][N:16]3[N:19]=[CH:20][C:21]([CH:22]=[C:31]4[NH:25][C:26](=[O:27])[NH:28][C:29]4=[O:30])=[C:15]3[N:14]=2)=[CH:8][CH:7]=1. Reactant: [CH3:1][N:2]([CH3:24])[CH2:3][CH2:4][O:5][C:6]1[CH:11]=[CH:10][C:9]([NH:12][C:13]2[CH:18]=[CH:17][N:16]3[N:19]=[CH:20][C:21]([CH:22]=O)=[C:15]3[N:14]=2)=[CH:8][CH:7]=1.[NH:25]1[CH2:31][C:29](=[O:30])[NH:28][C:26]1=[O:27].N1CCCCC1. The catalyst class is: 14. (10) Reactant: Cl[C:2]1[C:3]2[C:10]([C:11]3[CH:16]=[CH:15][C:14]([Cl:17])=[CH:13][CH:12]=3)=[CH:9][S:8][C:4]=2[N:5]=[CH:6][N:7]=1.[N:18]1([C:24]([O:26][C:27]([CH3:30])([CH3:29])[CH3:28])=[O:25])[CH2:23][CH2:22][NH:21][CH2:20][CH2:19]1.C(NC(C)C)(C)C. Product: [Cl:17][C:14]1[CH:15]=[CH:16][C:11]([C:10]2[C:3]3[C:2]([N:21]4[CH2:20][CH2:19][N:18]([C:24]([O:26][C:27]([CH3:30])([CH3:29])[CH3:28])=[O:25])[CH2:23][CH2:22]4)=[N:7][CH:6]=[N:5][C:4]=3[S:8][CH:9]=2)=[CH:12][CH:13]=1. The catalyst class is: 1.